This data is from Full USPTO retrosynthesis dataset with 1.9M reactions from patents (1976-2016). The task is: Predict the reactants needed to synthesize the given product. (1) Given the product [C:1]([CH:5]1[N:14]2[C:9](=[CH:10][C:11](=[O:20])[C:12]([C:15]([OH:17])=[O:16])=[CH:13]2)[C:8]2[CH:21]=[C:22]([O:32][CH3:33])[C:23]([O:25][CH2:26][CH2:27][CH2:28][CH2:29][CH2:30][OH:31])=[CH:24][C:7]=2[CH2:6]1)([CH3:4])([CH3:2])[CH3:3], predict the reactants needed to synthesize it. The reactants are: [C:1]([CH:5]1[N:14]2[C:9](=[CH:10][C:11](=[O:20])[C:12]([C:15]([O:17]CC)=[O:16])=[CH:13]2)[C:8]2[CH:21]=[C:22]([O:32][CH3:33])[C:23]([O:25][CH2:26][CH2:27][CH2:28][CH2:29][CH2:30][OH:31])=[CH:24][C:7]=2[CH2:6]1)([CH3:4])([CH3:3])[CH3:2].CO.O[Li].O. (2) Given the product [Br:18][C:6]1[CH:5]=[C:4]([CH:9]=[CH:8][C:7]=1[O:10][C:11]1[CH:16]=[CH:15][C:14]([Cl:17])=[CH:13][CH:12]=1)[C:3]([OH:19])=[O:2], predict the reactants needed to synthesize it. The reactants are: C[O:2][C:3](=[O:19])[C:4]1[CH:9]=[CH:8][C:7]([O:10][C:11]2[CH:16]=[CH:15][C:14]([Cl:17])=[CH:13][CH:12]=2)=[C:6]([Br:18])[CH:5]=1.[OH-].[Na+].Cl. (3) Given the product [NH2:12][C:9]1[CH:10]=[CH:11][C:6]([N:5]2[C:2]([CH3:26])([CH3:1])[C:3](=[O:25])[N:4]2[CH:15]2[CH:16]3[CH2:24][CH:20]4[CH2:19][CH:18]([CH2:23][CH:22]2[CH2:21]4)[CH2:17]3)=[CH:7][CH:8]=1, predict the reactants needed to synthesize it. The reactants are: [CH3:1][C:2]1([CH3:26])[N:5]([C:6]2[CH:11]=[CH:10][C:9]([N+:12]([O-])=O)=[CH:8][CH:7]=2)[N:4]([CH:15]2[CH:22]3[CH2:23][CH:18]4[CH2:19][CH:20]([CH2:24][CH:16]2[CH2:17]4)[CH2:21]3)[C:3]1=[O:25]. (4) Given the product [F:1][C:2]1[CH:3]=[C:4]([CH:16]=[CH:17][C:18]=1[F:19])[CH2:5][CH:6]1[CH2:11][CH:10]([C:12]([O:14][CH3:15])=[O:13])[CH2:9][CH2:8][N:7]1[C:29]([O:30][CH3:31])=[O:32], predict the reactants needed to synthesize it. The reactants are: [F:1][C:2]1[CH:3]=[C:4]([CH:16]=[CH:17][C:18]=1[F:19])[CH2:5][CH:6]1[CH2:11][CH:10]([C:12]([O:14][CH3:15])=[O:13])[CH2:9][CH2:8][NH:7]1.CCN(C(C)C)C(C)C.[C:29](Cl)(=[O:32])[O:30][CH3:31]. (5) Given the product [F:1][C:2]1[CH:7]=[CH:6][C:5]([S:8]([C:11]2[CH:12]=[CH:13][C:14]([CH:34]([CH3:36])[CH3:35])=[C:15]([S:17]([NH:20][CH:21]3[CH2:22][CH2:23][NH:24][CH2:25][CH2:26]3)(=[O:18])=[O:19])[CH:16]=2)(=[O:9])=[O:10])=[CH:4][CH:3]=1, predict the reactants needed to synthesize it. The reactants are: [F:1][C:2]1[CH:7]=[CH:6][C:5]([S:8]([C:11]2[CH:12]=[CH:13][C:14]([CH:34]([CH3:36])[CH3:35])=[C:15]([S:17]([NH:20][CH:21]3[CH2:26][CH2:25][N:24](C(OC(C)(C)C)=O)[CH2:23][CH2:22]3)(=[O:19])=[O:18])[CH:16]=2)(=[O:10])=[O:9])=[CH:4][CH:3]=1.Cl. (6) Given the product [NH2:1][C:2]1[C:3]2[C:10]([C:11]3[CH:16]=[CH:15][C:14]([NH:17][C:18]([C:20]4[C:21](=[O:37])[N:22]([C:31]5[CH:32]=[CH:33][CH:34]=[CH:35][CH:36]=5)[C:23]5[CH2:24][CH2:25][CH2:26][CH:27]([OH:30])[C:28]=5[CH:29]=4)=[O:19])=[CH:13][CH:12]=3)=[CH:9][N:8]([CH3:38])[C:4]=2[N:5]=[CH:6][N:7]=1, predict the reactants needed to synthesize it. The reactants are: [NH2:1][C:2]1[C:3]2[C:10]([C:11]3[CH:16]=[CH:15][C:14]([NH:17][C:18]([C:20]4[C:21](=[O:37])[N:22]([C:31]5[CH:36]=[CH:35][CH:34]=[CH:33][CH:32]=5)[C:23]5[CH2:24][CH2:25][CH2:26][C:27](=[O:30])[C:28]=5[CH:29]=4)=[O:19])=[CH:13][CH:12]=3)=[CH:9][N:8]([CH3:38])[C:4]=2[N:5]=[CH:6][N:7]=1.[H-].[Al+3].[Li+].[H-].[H-].[H-].C(C(C(C([O-])=O)O)O)([O-])=O.[Na+].[Na+]. (7) Given the product [CH2:15]([O:17][C:18](=[O:37])[CH:19]([CH:31]1[CH2:36][CH2:35][CH2:34][CH2:33][CH2:32]1)[C:20](=[O:21])[CH:10]1[CH2:11][CH2:12][CH2:13][C:9]1=[O:14])[CH3:16], predict the reactants needed to synthesize it. The reactants are: [Li+].CC([N-]C(C)C)C.[C:9]1(=[O:14])[CH2:13][CH2:12][CH2:11][CH2:10]1.[CH2:15]([O:17][C:18](=[O:37])[CH:19]([CH:31]1[CH2:36][CH2:35][CH2:34][CH2:33][CH2:32]1)[C:20](N1C2C=CC=CC=2N=N1)=[O:21])[CH3:16]. (8) Given the product [Cl:1][C:2]1[CH:7]=[CH:6][CH:5]=[CH:4][C:3]=1[NH:8][C:9]1[N:14]2[N:15]=[CH:16][C:17]([C:18]([NH:40][S:37]([CH2:35][CH3:36])(=[O:39])=[O:38])=[O:20])=[C:13]2[N:12]=[CH:11][C:10]=1[C:21]([N:23]1[CH2:24][CH2:25][CH:26]([C:29]2[CH:30]=[CH:31][CH:32]=[CH:33][CH:34]=2)[CH2:27][CH2:28]1)=[O:22], predict the reactants needed to synthesize it. The reactants are: [Cl:1][C:2]1[CH:7]=[CH:6][CH:5]=[CH:4][C:3]=1[NH:8][C:9]1[N:14]2[N:15]=[CH:16][C:17]([C:18]([OH:20])=O)=[C:13]2[N:12]=[CH:11][C:10]=1[C:21]([N:23]1[CH2:28][CH2:27][CH:26]([C:29]2[CH:34]=[CH:33][CH:32]=[CH:31][CH:30]=2)[CH2:25][CH2:24]1)=[O:22].[CH2:35]([S:37]([NH2:40])(=[O:39])=[O:38])[CH3:36]. (9) Given the product [ClH:19].[CH3:20][N:21]([CH3:26])[CH2:22][CH2:23][CH2:24][NH:25][S:16]([C:14]1[S:15][C:11]([C:5]2[CH:4]=[C:3]([CH2:1][CH3:2])[C:8](=[O:9])[NH:7][C:6]=2[CH3:10])=[CH:12][CH:13]=1)(=[O:18])=[O:17], predict the reactants needed to synthesize it. The reactants are: [CH2:1]([C:3]1[C:8](=[O:9])[NH:7][C:6]([CH3:10])=[C:5]([C:11]2[S:15][C:14]([S:16]([Cl:19])(=[O:18])=[O:17])=[CH:13][CH:12]=2)[CH:4]=1)[CH3:2].[CH3:20][N:21]([CH3:26])[CH2:22][CH2:23][CH2:24][NH2:25]. (10) Given the product [CH:1]([N:14]1[CH2:18][CH2:17][CH:16]([CH2:19][N:20]([CH2:37][CH2:38][N:39]([C:40]2[CH:41]=[CH:42][CH:43]=[CH:44][CH:45]=2)[C:46]2[CH:47]=[CH:48][CH:49]=[CH:50][CH:51]=2)[CH2:21][CH2:22][N:24]([C:25]2[CH:26]=[CH:27][CH:28]=[CH:29][CH:30]=2)[C:31]2[CH:32]=[CH:33][CH:34]=[CH:35][CH:36]=2)[CH2:15]1)([C:8]1[CH:9]=[CH:10][CH:11]=[CH:12][CH:13]=1)[C:2]1[CH:7]=[CH:6][CH:5]=[CH:4][CH:3]=1, predict the reactants needed to synthesize it. The reactants are: [CH:1]([N:14]1[CH2:18][CH2:17][CH:16]([CH2:19][N:20]([CH2:37][C:38](=O)[N:39]([C:46]2[CH:51]=[CH:50][CH:49]=[CH:48][CH:47]=2)[C:40]2[CH:45]=[CH:44][CH:43]=[CH:42][CH:41]=2)[CH2:21][C:22]([N:24]([C:31]2[CH:36]=[CH:35][CH:34]=[CH:33][CH:32]=2)[C:25]2[CH:30]=[CH:29][CH:28]=[CH:27][CH:26]=2)=O)[CH2:15]1)([C:8]1[CH:13]=[CH:12][CH:11]=[CH:10][CH:9]=1)[C:2]1[CH:7]=[CH:6][CH:5]=[CH:4][CH:3]=1.B.C1COCC1.CO.